This data is from Reaction yield outcomes from USPTO patents with 853,638 reactions. The task is: Predict the reaction yield, written as a fraction of the theoretical maximum amount of product (1.0 means a 100% yield; for example, 0.34 means a 34% yield). (1) The reactants are [I:1][C:2]1[CH:3]=[N:4][NH:5][CH:6]=1.C([O-])([O-])=O.[Cs+].[Cs+].Br[CH2:14][CH2:15][CH2:16][O:17][CH:18]1[CH2:23][CH2:22][CH2:21][CH2:20][O:19]1.O. The catalyst is CC#N. The product is [I:1][C:2]1[CH:3]=[N:4][N:5]([CH2:14][CH2:15][CH2:16][O:17][CH:18]2[CH2:23][CH2:22][CH2:21][CH2:20][O:19]2)[CH:6]=1. The yield is 0.810. (2) The reactants are [C:1]1([C:7]2[S:8][CH:9]=[C:10]([CH2:12][NH2:13])[N:11]=2)[CH:6]=[CH:5][CH:4]=[CH:3][CH:2]=1.[F:14][C:15]([F:41])([F:40])[C:16]1[CH:21]=[CH:20][C:19]([C:22]2[C:23]([C:28]([NH:30][C:31]3[CH:32]=[C:33]([C:37](O)=[O:38])[N:34]([CH3:36])[CH:35]=3)=[O:29])=[CH:24][CH:25]=[CH:26][CH:27]=2)=[CH:18][CH:17]=1.CN(C(ON1N=NC2C=CC=CC1=2)=[N+](C)C)C.[B-](F)(F)(F)F.C(N(C(C)C)C(C)C)C. The catalyst is CN(C)C=O.ClCCl.C(O)C. The product is [C:1]1([C:7]2[S:8][CH:9]=[C:10]([CH2:12][NH:13][C:37]([C:33]3[N:34]([CH3:36])[CH:35]=[C:31]([NH:30][C:28]([C:23]4[C:22]([C:19]5[CH:18]=[CH:17][C:16]([C:15]([F:41])([F:14])[F:40])=[CH:21][CH:20]=5)=[CH:27][CH:26]=[CH:25][CH:24]=4)=[O:29])[CH:32]=3)=[O:38])[N:11]=2)[CH:2]=[CH:3][CH:4]=[CH:5][CH:6]=1. The yield is 1.00. (3) The reactants are C([N:8]1[CH2:12][C@@H:11]([C:13]([N:15]2[CH2:19][C@@H:18]([N:20]([CH:28]3[CH2:33][CH2:32][C:31]([CH3:35])([CH3:34])[CH2:30][CH2:29]3)[C:21]([C@@H:23]3[CH2:27][CH2:26][CH2:25][O:24]3)=[O:22])[CH2:17][C@H:16]2[C:36]([N:38]2[CH2:43][CH2:42][N:41]([CH3:44])[CH2:40][CH2:39]2)=[O:37])=[O:14])[C@H:10]([C:45]2[CH:50]=[CH:49][C:48]([Cl:51])=[CH:47][CH:46]=2)[CH2:9]1)(OC(C)(C)C)=O.Cl. The catalyst is C(Cl)Cl. The product is [Cl:51][C:48]1[CH:47]=[CH:46][C:45]([C@@H:10]2[CH2:9][NH:8][CH2:12][C@H:11]2[C:13]([N:15]2[C@H:16]([C:36]([N:38]3[CH2:39][CH2:40][N:41]([CH3:44])[CH2:42][CH2:43]3)=[O:37])[CH2:17][C@H:18]([N:20]([CH:28]3[CH2:33][CH2:32][C:31]([CH3:35])([CH3:34])[CH2:30][CH2:29]3)[C:21]([C@@H:23]3[CH2:27][CH2:26][CH2:25][O:24]3)=[O:22])[CH2:19]2)=[O:14])=[CH:50][CH:49]=1. The yield is 0.998. (4) The reactants are [CH2:1]([N:8]1[CH2:13][CH2:12][C:11](=O)/[C:10](=[CH:15]\N(C)C)/[CH2:9]1)[C:2]1[CH:7]=[CH:6][CH:5]=[CH:4][CH:3]=1.S(O)(O)(=O)=O.[CH3:24][O:25][C:26](=[NH:28])[NH2:27].C(N(CC)CC)C. The catalyst is C(O)C. The product is [CH2:1]([N:8]1[CH2:13][CH2:12][C:11]2[N:28]=[C:26]([O:25][CH3:24])[N:27]=[CH:15][C:10]=2[CH2:9]1)[C:2]1[CH:7]=[CH:6][CH:5]=[CH:4][CH:3]=1. The yield is 0.164. (5) The reactants are [NH2:1][C:2]1[C:3]([C:9]([O:11][CH3:12])=[O:10])=[N:4][C:5](Br)=[CH:6][N:7]=1.[CH3:13][N:14]([CH3:26])[C:15]([C:17]1[CH:22]=[CH:21][C:20](B(O)O)=[CH:19][CH:18]=1)=[O:16].C(=O)([O-])[O-].[Na+].[Na+].C1(P(C2C=CC=CC=2)C2C=CC=CC=2)C=CC=CC=1. The catalyst is C(#N)C.O.CCOC(C)=O.[Pd]. The product is [NH2:1][C:2]1[C:3]([C:9]([O:11][CH3:12])=[O:10])=[N:4][C:5]([C:20]2[CH:21]=[CH:22][C:17]([C:15](=[O:16])[N:14]([CH3:13])[CH3:26])=[CH:18][CH:19]=2)=[CH:6][N:7]=1. The yield is 0.460. (6) The reactants are F.F.F.C(N(CC)CC)C.C(N(CC)CC)C.[Si]([O:35][CH2:36][C@H:37]1[O:41][C@@H:40]([N:42]2[CH:49]=[C:48]([CH3:50])[C:46](=[O:47])[NH:45][C:43]2=[O:44])[C@H:39]([O:51][CH2:52][CH2:53][O:54][N:55]([CH3:57])[CH3:56])[C@@H:38]1[OH:58])(C(C)(C)C)(C1C=CC=CC=1)C1C=CC=CC=1.CO. The catalyst is C1COCC1.C(Cl)Cl. The product is [CH3:56][N:55]([CH3:57])[O:54][CH2:53][CH2:52][O:51][C@@H:39]1[C@H:38]([OH:58])[C@@H:37]([CH2:36][OH:35])[O:41][C@H:40]1[N:42]1[CH:49]=[C:48]([CH3:50])[C:46](=[O:47])[NH:45][C:43]1=[O:44]. The yield is 0.925.